Dataset: Peptide-MHC class I binding affinity with 185,985 pairs from IEDB/IMGT. Task: Regression. Given a peptide amino acid sequence and an MHC pseudo amino acid sequence, predict their binding affinity value. This is MHC class I binding data. (1) The peptide sequence is KLKNKHEAMI. The MHC is HLA-A02:06 with pseudo-sequence HLA-A02:06. The binding affinity (normalized) is 0. (2) The peptide sequence is YAYEPGSVM. The MHC is HLA-C07:01 with pseudo-sequence HLA-C07:01. The binding affinity (normalized) is 0.474.